From a dataset of Reaction yield outcomes from USPTO patents with 853,638 reactions. Predict the reaction yield, written as a fraction of the theoretical maximum amount of product (1.0 means a 100% yield; for example, 0.34 means a 34% yield). (1) The reactants are [F:1][C:2]1[CH:3]=[C:4]([CH:40]=[C:41]([F:43])[CH:42]=1)[CH2:5][C@H:6]([C:25]([N:27]1[C@@H:31]([CH2:32][C:33]2[CH:38]=[CH:37][CH:36]=[CH:35][CH:34]=2)[CH2:30][O:29][C:28]1=[O:39])=[O:26])[C@@H:7]([CH:9]1[CH2:13][CH:12]([O:14][CH2:15][CH:16]=[CH2:17])[CH2:11][N:10]1[C:18]([O:20][C:21]([CH3:24])([CH3:23])[CH3:22])=[O:19])[OH:8].C([C@H]1COC(=O)N1C(=O)CCC1C=C(F)C=C(F)C=1)C1C=CC=CC=1.B(OS(C(F)(F)F)(=O)=O)(CCCC)CCCC.CCN(C(C)C)C(C)C.C(O[C@H]1CN(C(OC(C)(C)C)=O)[C@@H](C=O)C1)C=C. The catalyst is C(Cl)Cl. The product is [F:43][C:41]1[CH:40]=[C:4]([CH:3]=[C:2]([F:1])[CH:42]=1)[CH2:5][C@H:6]([C:25]([N:27]1[C@@H:31]([CH2:32][C:33]2[CH:34]=[CH:35][CH:36]=[CH:37][CH:38]=2)[CH2:30][O:29][C:28]1=[O:39])=[O:26])[C@@H:7]([C@H:9]1[CH2:13][C@@H:12]([O:14][CH2:15][CH:16]=[CH2:17])[CH2:11][N:10]1[C:18]([O:20][C:21]([CH3:24])([CH3:23])[CH3:22])=[O:19])[OH:8]. The yield is 0.480. (2) The reactants are [CH2:1]([O:3][C:4]([C:6]1[C:7](=[O:22])[C:8]2[C:13]([C:14]=1[C:15]1[CH:20]=[CH:19][CH:18]=[CH:17][CH:16]=1)=[CH:12][CH:11]=[C:10]([OH:21])[CH:9]=2)=[O:5])[CH3:2].C(=O)([O-])[O-].[K+].[K+].[I-].[Na+].Br[CH2:32][CH2:33][CH2:34][C:35]1[CH:40]=[CH:39][CH:38]=[CH:37][CH:36]=1. The catalyst is CN(C)C=O. The product is [CH2:1]([O:3][C:4]([C:6]1[C:7](=[O:22])[C:8]2[C:13]([C:14]=1[C:15]1[CH:20]=[CH:19][CH:18]=[CH:17][CH:16]=1)=[CH:12][CH:11]=[C:10]([O:21][CH2:32][CH2:33][CH2:34][C:35]1[CH:40]=[CH:39][CH:38]=[CH:37][CH:36]=1)[CH:9]=2)=[O:5])[CH3:2]. The yield is 0.850. (3) The reactants are Br[C:2]1[O:3][CH:4]=[CH:5][CH:6]=1.C(NC(C)C)(C)C.C1COCC1.[CH3:19][Si:20]([C:23]#[CH:24])([CH3:22])[CH3:21]. The catalyst is Cl[Pd](Cl)([P](C1C=CC=CC=1)(C1C=CC=CC=1)C1C=CC=CC=1)[P](C1C=CC=CC=1)(C1C=CC=CC=1)C1C=CC=CC=1.[Cu]I.O. The product is [O:3]1[CH:4]=[CH:5][CH:6]=[C:2]1[C:24]#[C:23][Si:20]([CH3:22])([CH3:21])[CH3:19]. The yield is 0.358. (4) The reactants are [CH3:1][N:2]1[CH:6]=[C:5]([C:7]([O:9]CC)=[O:8])[N:4]=[N:3]1.[OH-].[Na+].Cl. The catalyst is CO. The product is [CH3:1][N:2]1[CH:6]=[C:5]([C:7]([OH:9])=[O:8])[N:4]=[N:3]1. The yield is 0.500. (5) The reactants are Br[C:2]1[CH:3]=[CH:4][C:5]([C:8]([OH:10])=[O:9])=[N:6][CH:7]=1.[CH2:11](C([Sn])=C(CCCC)CCCC)[CH2:12]CC. The catalyst is O1CCOCC1.Cl[Pd](Cl)([P](C1C=CC=CC=1)(C1C=CC=CC=1)C1C=CC=CC=1)[P](C1C=CC=CC=1)(C1C=CC=CC=1)C1C=CC=CC=1. The product is [CH:11]([C:2]1[CH:3]=[CH:4][C:5]([C:8]([OH:10])=[O:9])=[N:6][CH:7]=1)=[CH2:12]. The yield is 0.945. (6) The reactants are [CH2:1]([N:8]1[CH2:12][CH:11]([N:13](C(OC(C)(C)C)=O)[CH2:14][C:15]2[CH:20]=[CH:19][C:18]([F:21])=[CH:17][C:16]=2[F:22])[CH2:10][CH:9]1[C:30](O)=[O:31])[C:2]1[CH:7]=[CH:6][CH:5]=[CH:4][CH:3]=1.[CH2:33]([O:35][C:36]([CH:38]1[CH2:43][CH2:42][NH:41][CH2:40][CH2:39]1)=[O:37])[CH3:34]. No catalyst specified. The product is [CH2:33]([O:35][C:36]([CH:39]1[CH2:38][CH2:43][CH2:42][N:41]([C:30]([C@@H:9]2[CH2:10][C@H:11]([NH:13][CH2:14][C:15]3[CH:20]=[CH:19][C:18]([F:21])=[CH:17][C:16]=3[F:22])[CH2:12][N:8]2[CH2:1][C:2]2[CH:7]=[CH:6][CH:5]=[CH:4][CH:3]=2)=[O:31])[CH2:40]1)=[O:37])[CH3:34].[CH2:33]([O:35][C:36]([CH:38]1[CH2:43][CH2:42][N:41]([C:30]([C@@H:9]2[CH2:10][C@H:11]([NH:13][CH2:14][C:15]3[CH:20]=[CH:19][C:18]([F:21])=[CH:17][C:16]=3[F:22])[CH2:12][N:8]2[CH2:1][C:2]2[CH:7]=[CH:6][CH:5]=[CH:4][CH:3]=2)=[O:31])[CH2:40][CH2:39]1)=[O:37])[CH3:34]. The yield is 0.140.